This data is from Full USPTO retrosynthesis dataset with 1.9M reactions from patents (1976-2016). The task is: Predict the reactants needed to synthesize the given product. (1) Given the product [OH:17][B:16]1[C:12]2[CH:11]=[CH:10][C:9]([O:8][C:7]3[CH:6]=[C:5]4[C:4](=[CH:20][CH:19]=3)[C:1](=[O:3])[NH:2][C:21]4=[O:23])=[CH:18][C:13]=2[CH2:14][O:15]1, predict the reactants needed to synthesize it. The reactants are: [C:1]([C:4]1[CH:20]=[CH:19][C:7]([O:8][C:9]2[CH:10]=[CH:11][C:12]3[B:16]([OH:17])[O:15][CH2:14][C:13]=3[CH:18]=2)=[CH:6][C:5]=1[C:21]([O:23]C)=O)(=[O:3])[NH2:2].[OH-].[Na+].Cl. (2) Given the product [Si:3]([O:10][CH:11]1[CH2:14][N:13]([CH2:15][C@H:16]([O:21][C:23]2[N:28]=[CH:27][N:26]=[C:25]3[N:29]([C:32]4[C:37]([Cl:38])=[CH:36][CH:35]=[CH:34][C:33]=4[Cl:39])[N:30]=[CH:31][C:24]=23)[C:17]([O:19][CH3:20])=[O:18])[CH2:12]1)([C:6]([CH3:9])([CH3:8])[CH3:7])([CH3:5])[CH3:4], predict the reactants needed to synthesize it. The reactants are: [H-].[Na+].[Si:3]([O:10][CH:11]1[CH2:14][N:13]([CH2:15][C@H:16]([OH:21])[C:17]([O:19][CH3:20])=[O:18])[CH2:12]1)([C:6]([CH3:9])([CH3:8])[CH3:7])([CH3:5])[CH3:4].Cl[C:23]1[N:28]=[CH:27][N:26]=[C:25]2[N:29]([C:32]3[C:37]([Cl:38])=[CH:36][CH:35]=[CH:34][C:33]=3[Cl:39])[N:30]=[CH:31][C:24]=12.C(O)(=O)CC(CC(O)=O)(C(O)=O)O. (3) Given the product [Cl:1][C:2]1[N:6]2[CH:7]=[C:8]([C:15]3[CH:19]=[CH:18][N:17]([C:20]([O:22][C:23]([CH3:24])([CH3:26])[CH3:25])=[O:21])[CH:16]=3)[CH:9]=[C:10]([C:11]([F:14])([F:12])[F:13])[C:5]2=[N:4][C:3]=1[C:27]([N:31]1[CH2:32][CH2:33][CH:34]([N:37]2[CH2:41][CH2:40][O:39][C:38]2=[O:42])[CH2:35][CH2:36]1)=[O:28], predict the reactants needed to synthesize it. The reactants are: [Cl:1][C:2]1[N:6]2[CH:7]=[C:8]([C:15]3[CH:19]=[CH:18][N:17]([C:20]([O:22][C:23]([CH3:26])([CH3:25])[CH3:24])=[O:21])[CH:16]=3)[CH:9]=[C:10]([C:11]([F:14])([F:13])[F:12])[C:5]2=[N:4][C:3]=1[C:27](O)=[O:28].Cl.[NH:31]1[CH2:36][CH2:35][CH:34]([N:37]2[CH2:41][CH2:40][O:39][C:38]2=[O:42])[CH2:33][CH2:32]1.CCN(C(C)C)C(C)C.CN(C(ON1N=NC2C=CC=NC1=2)=[N+](C)C)C.F[P-](F)(F)(F)(F)F. (4) Given the product [C:1]([N:8]([CH3:42])[CH:9]1[CH2:14][CH2:13][CH:12]([N:15]([CH2:30][C:31]2[CH:32]=[C:33]([C:44]3[CH:49]=[CH:48][N:47]=[C:46]([N:50]([CH3:58])[C:51](=[O:57])[O:52][C:53]([CH3:54])([CH3:55])[CH3:56])[CH:45]=3)[CH:34]=[CH:35][C:36]=2[O:37][CH3:38])[C:16]([C:18]2[S:22][C:21]3[C:23]([F:28])=[CH:24][CH:25]=[C:26]([F:27])[C:20]=3[C:19]=2[Cl:29])=[O:17])[CH2:11][CH2:10]1)([O:3][C:4]([CH3:7])([CH3:6])[CH3:5])=[O:2], predict the reactants needed to synthesize it. The reactants are: [C:1]([N:8]([CH3:42])[CH:9]1[CH2:14][CH2:13][CH:12]([N:15]([CH2:30][C:31]2[CH:32]=[C:33](B(O)O)[CH:34]=[CH:35][C:36]=2[O:37][CH3:38])[C:16]([C:18]2[S:22][C:21]3[C:23]([F:28])=[CH:24][CH:25]=[C:26]([F:27])[C:20]=3[C:19]=2[Cl:29])=[O:17])[CH2:11][CH2:10]1)([O:3][C:4]([CH3:7])([CH3:6])[CH3:5])=[O:2].Br[C:44]1[CH:49]=[CH:48][N:47]=[C:46]([N:50]([CH3:58])[C:51](=[O:57])[O:52][C:53]([CH3:56])([CH3:55])[CH3:54])[CH:45]=1. (5) Given the product [ClH:34].[ClH:36].[C:1]([NH:5][C:6](=[O:35])[C:7]1[CH:12]=[CH:11][CH:10]=[C:9]([O:13][C:14]2[CH:19]=[CH:18][C:17]([NH:20][C:21]3[C:31]4[CH:30]=[C:29]([CH2:32][NH:40][CH2:39][C:38]([CH3:46])([CH3:37])[CH2:41][S:42]([CH3:45])(=[O:44])=[O:43])[CH2:28][CH2:27][NH:26][C:25]=4[N:24]=[CH:23][N:22]=3)=[CH:16][C:15]=2[Cl:34])[CH:8]=1)([CH3:4])([CH3:2])[CH3:3], predict the reactants needed to synthesize it. The reactants are: [C:1]([NH:5][C:6](=[O:35])[C:7]1[CH:12]=[CH:11][CH:10]=[C:9]([O:13][C:14]2[CH:19]=[CH:18][C:17]([NH:20][C:21]3[C:31]4[CH:30]=[C:29]([CH:32]=O)[CH2:28][CH2:27][NH:26][C:25]=4[N:24]=[CH:23][N:22]=3)=[CH:16][C:15]=2[Cl:34])[CH:8]=1)([CH3:4])([CH3:3])[CH3:2].[ClH:36].[CH3:37][C:38]([CH3:46])([CH2:41][S:42]([CH3:45])(=[O:44])=[O:43])[CH2:39][NH2:40].C(O[BH-](OC(=O)C)OC(=O)C)(=O)C.[Na+].Cl.C(OCC)(=O)C. (6) Given the product [C:25]([O:26][CH3:32])([C:3]([C:6]([C:9]([C:12]([C:15]([C:18]([C:21]([F:22])([F:23])[F:24])([F:19])[F:20])([F:17])[F:16])([F:14])[F:13])([F:11])[F:10])([F:8])[F:7])([F:5])[F:4])([F:27])[F:1], predict the reactants needed to synthesize it. The reactants are: [F-:1].[K+].[C:3]([C:25]([F:27])=[O:26])([C:6]([C:9]([C:12]([C:15]([C:18]([C:21]([F:24])([F:23])[F:22])([F:20])[F:19])([F:17])[F:16])([F:14])[F:13])([F:11])[F:10])([F:8])[F:7])([F:5])[F:4].S(OC)(O[CH3:32])(=O)=O. (7) The reactants are: [CH2:1]([O:8][CH:9]([CH3:12])[CH2:10][OH:11])[C:2]1[CH:7]=[CH:6][CH:5]=[CH:4][CH:3]=1.Br[CH2:14][CH2:15][O:16][CH:17]1[CH2:22][CH2:21][CH2:20][CH2:19][O:18]1.[OH-].[Na+]. Given the product [CH2:1]([O:8][CH:9]([CH3:12])[CH2:10][O:11][CH2:14][CH2:15][O:16][CH:17]1[CH2:22][CH2:21][CH2:20][CH2:19][O:18]1)[C:2]1[CH:7]=[CH:6][CH:5]=[CH:4][CH:3]=1, predict the reactants needed to synthesize it. (8) Given the product [CH2:20]([C:19]([C:16]1[CH:15]=[CH:14][C:13]([C:11]2[CH:12]=[C:7]([CH2:6][C:5]([OH:39])=[O:4])[CH:8]=[N:9][CH:10]=2)=[CH:18][CH:17]=1)([C:22]1[CH:27]=[CH:26][C:25]([O:28][CH2:29][CH:30]([OH:35])[C:31]([CH3:33])([CH3:34])[CH3:32])=[C:24]([CH3:36])[CH:23]=1)[CH2:37][CH3:38])[CH3:21], predict the reactants needed to synthesize it. The reactants are: [OH-].[Na+].C[O:4][C:5](=[O:39])[CH2:6][C:7]1[CH:8]=[N:9][CH:10]=[C:11]([C:13]2[CH:18]=[CH:17][C:16]([C:19]([CH2:37][CH3:38])([C:22]3[CH:27]=[CH:26][C:25]([O:28][CH2:29][CH:30]([OH:35])[C:31]([CH3:34])([CH3:33])[CH3:32])=[C:24]([CH3:36])[CH:23]=3)[CH2:20][CH3:21])=[CH:15][CH:14]=2)[CH:12]=1.[Cl-].[NH4+]. (9) Given the product [CH:24]1([N:23]([CH3:22])[C:2]2[C:3]3[CH:11]=[CH:10][N:9]([Si:12]([CH:19]([CH3:21])[CH3:20])([CH:16]([CH3:18])[CH3:17])[CH:13]([CH3:15])[CH3:14])[C:4]=3[N:5]=[CH:6][C:7]=2[F:8])[CH2:29][CH2:28][CH2:27][CH2:26][CH2:25]1, predict the reactants needed to synthesize it. The reactants are: Cl[C:2]1[C:7]([F:8])=[CH:6][N:5]=[C:4]2[N:9]([Si:12]([CH:19]([CH3:21])[CH3:20])([CH:16]([CH3:18])[CH3:17])[CH:13]([CH3:15])[CH3:14])[CH:10]=[CH:11][C:3]=12.[CH3:22][NH:23][CH:24]1[CH2:29][CH2:28][CH2:27][CH2:26][CH2:25]1.CC(C)([O-])C.[Na+].C1(P(C2CCCCC2)C2C=CC=CC=2C2C(CCC)=CC(CCC)=CC=2CCC)CCCCC1.